Dataset: Forward reaction prediction with 1.9M reactions from USPTO patents (1976-2016). Task: Predict the product of the given reaction. (1) Given the reactants [Cl:1][C:2]1[C:3]([I:13])=[C:4]([CH2:8][CH2:9][C:10]([OH:12])=O)[CH:5]=[CH:6][CH:7]=1.CN(C)C=O.S(Cl)(Cl)=O.[Cl-].[Al+3].[Cl-].[Cl-], predict the reaction product. The product is: [Cl:1][C:2]1[C:3]([I:13])=[C:4]2[C:5](=[CH:6][CH:7]=1)[C:10](=[O:12])[CH2:9][CH2:8]2. (2) Given the reactants FC(F)(F)C(O)=O.[Cl:8][C:9]1[C:10]([F:38])=[C:11]([CH:15]2[C:19]([C:22]3[CH:27]=[CH:26][C:25]([Cl:28])=[CH:24][CH:23]=3)([C:20]#[N:21])[CH:18]([CH2:29][CH:30]3[CH2:34][CH2:33][CH2:32][CH2:31]3)[NH:17][CH:16]2[C:35](O)=[O:36])[CH:12]=[CH:13][CH:14]=1.CC1(C)[O:44][C@@H:43]([CH2:45][CH2:46][NH2:47])[CH2:42][O:41]1.CN(C(ON1N=NC2C=CC=NC1=2)=[N+](C)C)C.F[P-](F)(F)(F)(F)F.CCN(C(C)C)C(C)C.Cl, predict the reaction product. The product is: [OH:44][C@H:43]([CH2:42][OH:41])[CH2:45][CH2:46][NH:47][C:35]([CH:16]1[CH:15]([C:11]2[CH:12]=[CH:13][CH:14]=[C:9]([Cl:8])[C:10]=2[F:38])[C:19]([C:22]2[CH:23]=[CH:24][C:25]([Cl:28])=[CH:26][CH:27]=2)([C:20]#[N:21])[CH:18]([CH2:29][CH:30]2[CH2:31][CH2:32][CH2:33][CH2:34]2)[NH:17]1)=[O:36]. (3) The product is: [CH:1]1([S:4]([C:7]2[CH:8]=[CH:9][C:10]([CH:13]([CH2:18][CH:19]3[CH2:24][CH2:23][O:22][CH2:21][CH2:20]3)[C:14](=[O:17])[CH2:15][CH2:16][C:33]([C:31]3[S:32][C:28]([CH:26]([OH:25])[CH3:27])=[CH:29][N:30]=3)=[O:34])=[CH:11][CH:12]=2)(=[O:6])=[O:5])[CH2:3][CH2:2]1. Given the reactants [CH:1]1([S:4]([C:7]2[CH:12]=[CH:11][C:10]([CH:13]([CH2:18][CH:19]3[CH2:24][CH2:23][O:22][CH2:21][CH2:20]3)[C:14](=[O:17])[CH:15]=[CH2:16])=[CH:9][CH:8]=2)(=[O:6])=[O:5])[CH2:3][CH2:2]1.[OH:25][CH:26]([C:28]1[S:32][C:31]([CH:33]=[O:34])=[N:30][CH:29]=1)[CH3:27].C(N(CC)CC)C.O1CCCC1, predict the reaction product. (4) Given the reactants C(O[C:4]([C:6]1[CH2:7][N:8]([C:22]([O:24][C:25]([CH3:28])([CH3:27])[CH3:26])=[O:23])[CH2:9][CH2:10][C:11]=1[NH:12][C:13]([O:15]C1C=CC=CC=1)=O)=[O:5])C.C[NH:30][NH:31][CH3:32].[CH2:33]1CCN2C(=NCCC2)CC1.NC(N)=O.[OH-].[Na+].Cl, predict the reaction product. The product is: [C:25]([O:24][C:22]([N:8]1[CH2:9][CH2:10][C:11]2[NH:12][C:13](=[O:15])[N:30]([N:31]([CH3:32])[CH3:33])[C:4](=[O:5])[C:6]=2[CH2:7]1)=[O:23])([CH3:26])([CH3:27])[CH3:28]. (5) Given the reactants [C:1]([C:3]1[C:4]([N:15]2[CH2:20][CH2:19][CH:18]([C:21]([OH:23])=O)[CH2:17][CH2:16]2)=[N:5][C:6]([CH3:14])=[C:7]([C:9]([O:11][CH2:12][CH3:13])=[O:10])[CH:8]=1)#[N:2].[F:24][C:25]1[C:30]([F:31])=[CH:29][CH:28]=[C:27]([F:32])[C:26]=1[CH2:33][S:34]([NH2:37])(=[O:36])=[O:35], predict the reaction product. The product is: [C:1]([C:3]1[C:4]([N:15]2[CH2:16][CH2:17][CH:18]([C:21](=[O:23])[NH:37][S:34]([CH2:33][C:26]3[C:27]([F:32])=[CH:28][CH:29]=[C:30]([F:31])[C:25]=3[F:24])(=[O:35])=[O:36])[CH2:19][CH2:20]2)=[N:5][C:6]([CH3:14])=[C:7]([CH:8]=1)[C:9]([O:11][CH2:12][CH3:13])=[O:10])#[N:2]. (6) Given the reactants [C:1]([O:4][CH:5]1[C:9]2[N:10]=[CH:11][N:12]=[C:13](Cl)[C:8]=2[C@H:7]([CH3:15])[CH2:6]1)(=[O:3])[CH3:2].[CH3:16][C@@H:17]1[NH:22][CH2:21][CH2:20][N:19]([C:23]([O:25][C:26]([CH3:29])([CH3:28])[CH3:27])=[O:24])[CH2:18]1, predict the reaction product. The product is: [C:1]([O:4][CH:5]1[C:9]2[N:10]=[CH:11][N:12]=[C:13]([N:22]3[CH2:21][CH2:20][N:19]([C:23]([O:25][C:26]([CH3:29])([CH3:28])[CH3:27])=[O:24])[CH2:18][C@@H:17]3[CH3:16])[C:8]=2[C@H:7]([CH3:15])[CH2:6]1)(=[O:3])[CH3:2]. (7) Given the reactants [CH3:1][C:2]1([CH3:10])[CH2:9][C:7](=O)[CH2:6][C:4](=[O:5])[CH2:3]1.[H][H], predict the reaction product. The product is: [CH3:1][C:2]1([CH3:10])[CH2:9][CH2:7][CH2:6][C:4](=[O:5])[CH2:3]1. (8) The product is: [CH3:24][N:2]([CH3:1])[S:3]([N:6]1[C:10]([CH2:11][C:13]2[CH:22]=[CH:21][C:16]3[O:17][CH2:18][CH2:19][O:20][C:15]=3[CH:14]=2)=[C:9]([CH3:23])[N:8]=[CH:7]1)(=[O:4])=[O:5]. Given the reactants [CH3:1][N:2]([CH3:24])[S:3]([N:6]1[C:10]([CH:11]([C:13]2[CH:22]=[CH:21][C:16]3[O:17][CH2:18][CH2:19][O:20][C:15]=3[CH:14]=2)O)=[C:9]([CH3:23])[N:8]=[CH:7]1)(=[O:5])=[O:4].S(C[N+]#[C-])(C1C=CC(C)=CC=1)(=O)=O.[C-]#N.[Na+], predict the reaction product. (9) Given the reactants [CH:1]1([C:6]2[O:10][N:9]=[C:8]([C:11]([O:13][CH2:14][CH3:15])=[O:12])[CH:7]=2)[CH2:5][CH2:4][CH2:3][CH2:2]1.[N+:16]([O-])([OH:18])=[O:17], predict the reaction product. The product is: [CH:1]1([C:6]2[O:10][N:9]=[C:8]([C:11]([O:13][CH2:14][CH3:15])=[O:12])[C:7]=2[N+:16]([O-:18])=[O:17])[CH2:2][CH2:3][CH2:4][CH2:5]1.